From a dataset of NCI-60 drug combinations with 297,098 pairs across 59 cell lines. Regression. Given two drug SMILES strings and cell line genomic features, predict the synergy score measuring deviation from expected non-interaction effect. (1) Drug 1: CC(C1=C(C=CC(=C1Cl)F)Cl)OC2=C(N=CC(=C2)C3=CN(N=C3)C4CCNCC4)N. Drug 2: C(CC(=O)O)C(=O)CN.Cl. Cell line: NCIH23. Synergy scores: CSS=10.7, Synergy_ZIP=-7.64, Synergy_Bliss=-5.74, Synergy_Loewe=-4.93, Synergy_HSA=-3.80. (2) Drug 1: CC1C(C(CC(O1)OC2CC(CC3=C2C(=C4C(=C3O)C(=O)C5=C(C4=O)C(=CC=C5)OC)O)(C(=O)CO)O)N)O.Cl. Drug 2: C1=CC(=CC=C1CC(C(=O)O)N)N(CCCl)CCCl.Cl. Cell line: OVCAR-5. Synergy scores: CSS=8.22, Synergy_ZIP=-4.10, Synergy_Bliss=-2.19, Synergy_Loewe=-2.27, Synergy_HSA=-2.32.